This data is from Forward reaction prediction with 1.9M reactions from USPTO patents (1976-2016). The task is: Predict the product of the given reaction. (1) Given the reactants Cl.C[O:3][C:4](=[O:38])[C:5]1[CH:10]=[CH:9][C:8]([O:11][C:12]2[CH:17]=[CH:16][C:15]([CH2:18][C@H:19]([NH2:37])[C:20]3[N:21]([CH2:33][CH2:34][CH2:35][CH3:36])[CH:22]=[C:23]([C:25]4[CH:30]=[CH:29][C:28]([Cl:31])=[CH:27][C:26]=4[Cl:32])[N:24]=3)=[CH:14][CH:13]=2)=[CH:7][CH:6]=1.[CH3:39][S:40](Cl)(=[O:42])=[O:41], predict the reaction product. The product is: [CH2:33]([N:21]1[CH:22]=[C:23]([C:25]2[CH:30]=[CH:29][C:28]([Cl:31])=[CH:27][C:26]=2[Cl:32])[N:24]=[C:20]1[C@@H:19]([NH:37][S:40]([CH3:39])(=[O:42])=[O:41])[CH2:18][C:15]1[CH:16]=[CH:17][C:12]([O:11][C:8]2[CH:9]=[CH:10][C:5]([C:4]([OH:3])=[O:38])=[CH:6][CH:7]=2)=[CH:13][CH:14]=1)[CH2:34][CH2:35][CH3:36]. (2) Given the reactants I[C:2]1[C:10]2[C:5](=[N:6][CH:7]=[C:8]([C:11]3[CH:12]=[C:13]([CH:28]=[CH:29][CH:30]=3)[O:14][CH:15]3[CH2:20][CH2:19][N:18]([C:21]([O:23][C:24]([CH3:27])([CH3:26])[CH3:25])=[O:22])[CH2:17][CH2:16]3)[CH:9]=2)[N:4]([S:31]([C:34]2[CH:40]=[CH:39][C:37]([CH3:38])=[CH:36][CH:35]=2)(=[O:33])=[O:32])[CH:3]=1.[CH2:41]([N:49]1[CH:53]=[C:52](B2OC(C)(C)C(C)(C)O2)[CH:51]=[N:50]1)[CH2:42][C:43]1[CH:48]=[CH:47][CH:46]=[CH:45][CH:44]=1.C(=O)([O-])[O-].[Na+].[Na+], predict the reaction product. The product is: [CH2:41]([N:49]1[CH:53]=[C:52]([C:2]2[C:10]3[C:5](=[N:6][CH:7]=[C:8]([C:11]4[CH:12]=[C:13]([CH:28]=[CH:29][CH:30]=4)[O:14][CH:15]4[CH2:20][CH2:19][N:18]([C:21]([O:23][C:24]([CH3:27])([CH3:26])[CH3:25])=[O:22])[CH2:17][CH2:16]4)[CH:9]=3)[N:4]([S:31]([C:34]3[CH:40]=[CH:39][C:37]([CH3:38])=[CH:36][CH:35]=3)(=[O:33])=[O:32])[CH:3]=2)[CH:51]=[N:50]1)[CH2:42][C:43]1[CH:48]=[CH:47][CH:46]=[CH:45][CH:44]=1.